This data is from Forward reaction prediction with 1.9M reactions from USPTO patents (1976-2016). The task is: Predict the product of the given reaction. (1) Given the reactants C(OC([NH:8][CH2:9][CH2:10][CH2:11][C@H:12]([NH:16][C:17]([C:19]1[S:20][C:21]([CH:24]([C:30]2[S:31][CH:32]=[CH:33][CH:34]=2)[C:25]2[S:26][CH:27]=[CH:28][CH:29]=2)=[CH:22][CH:23]=1)=[O:18])[C:13]([OH:15])=[O:14])=O)(C)(C)C.[C:35]([OH:41])([C:37]([F:40])([F:39])[F:38])=[O:36].C([SiH](CC)CC)C, predict the reaction product. The product is: [NH2:8][CH2:9][CH2:10][CH2:11][C@H:12]([NH:16][C:17]([C:19]1[S:20][C:21]([CH:24]([C:25]2[S:26][CH:27]=[CH:28][CH:29]=2)[C:30]2[S:31][CH:32]=[CH:33][CH:34]=2)=[CH:22][CH:23]=1)=[O:18])[C:13]([OH:15])=[O:14].[C:35]([OH:41])([C:37]([F:40])([F:39])[F:38])=[O:36]. (2) Given the reactants [NH2:1][C:2]1[C:3]([O:12][CH3:13])=[C:4]([CH:9]=[CH:10][CH:11]=1)[C:5]([O:7][CH3:8])=[O:6].[C:14]([O-:17])(O)=[O:15].[Na+].[CH2:19]1[CH2:23]OC[CH2:20]1, predict the reaction product. The product is: [CH3:13][O:12][C:3]1[C:2]([NH:1][C:14]([O:17][CH2:23][CH:19]=[CH2:20])=[O:15])=[CH:11][CH:10]=[CH:9][C:4]=1[C:5]([O:7][CH3:8])=[O:6]. (3) Given the reactants Cl[C:2]1[C:11]2[C:6](=[CH:7][CH:8]=[C:9]([OH:12])[CH:10]=2)[N:5]=[CH:4][N:3]=1.[NH2:13][C:14]1[CH:19]=[N:18][CH:17]=[CH:16][N:15]=1.[CH3:20][CH:21](O)[CH3:22], predict the reaction product. The product is: [CH:21]([O:12][C:9]1[CH:10]=[C:11]2[C:6](=[CH:7][CH:8]=1)[N:5]=[CH:4][N:3]=[C:2]2[NH:13][C:14]1[CH:19]=[N:18][CH:17]=[CH:16][N:15]=1)([CH3:22])[CH3:20]. (4) Given the reactants [NH2:1][C:2]1[O:3][CH2:4][C@@:5]2([N:29]=1)[C@@H:18]1[C@H:13]([CH2:14][CH2:15][C:16](=[O:19])[CH2:17]1)[O:12][C:11]1[C:6]2=[CH:7][C:8](B2OC(C)(C)C(C)(C)O2)=[CH:9][CH:10]=1.Br[C:31]1[CH:32]=[C:33]([CH:36]=[C:37]([Cl:39])[CH:38]=1)[C:34]#[N:35], predict the reaction product. The product is: [NH2:1][C:2]1[O:3][CH2:4][C@@:5]2([N:29]=1)[C@@H:18]1[C@H:13]([CH2:14][CH2:15][C:16](=[O:19])[CH2:17]1)[O:12][C:11]1[C:6]2=[CH:7][C:8]([C:31]2[CH:32]=[C:33]([CH:36]=[C:37]([Cl:39])[CH:38]=2)[C:34]#[N:35])=[CH:9][CH:10]=1. (5) Given the reactants C(Cl)(=O)C(Cl)=O.[Cl:7][C:8]1[CH:13]=[CH:12][C:11]([C:14]2[S:18][C:17]([C:19](O)=[O:20])=[C:16]([C:22]3[CH:27]=[CH:26][C:25]([S:28](=[O:31])(=[O:30])[NH2:29])=[CH:24][CH:23]=3)[C:15]=2[CH3:32])=[CH:10][CH:9]=1.[CH2:33]([N:35]([CH2:38]C)[CH2:36]C)C.Cl.[CH3:41][NH:42][O:43][CH3:44], predict the reaction product. The product is: [Cl:7][C:8]1[CH:9]=[CH:10][C:11]([C:14]2[S:18][C:17]([C:19]([N:42]([O:43][CH3:44])[CH3:41])=[O:20])=[C:16]([C:22]3[CH:27]=[CH:26][C:25]([S:28](=[O:31])(=[O:30])[N:29]=[CH:33][N:35]([CH3:38])[CH3:36])=[CH:24][CH:23]=3)[C:15]=2[CH3:32])=[CH:12][CH:13]=1. (6) Given the reactants CON(C)[C:4]([CH2:6][C@@H:7]1[CH2:11][C:10]([F:13])([F:12])[CH2:9][N:8]1[C:14]([O:16][C:17]([CH3:20])([CH3:19])[CH3:18])=[O:15])=[O:5].[CH3:22][C:23]([CH3:27])=[CH:24][Mg]Br, predict the reaction product. The product is: [F:13][C:10]1([F:12])[CH2:9][N:8]([C:14]([O:16][C:17]([CH3:18])([CH3:19])[CH3:20])=[O:15])[C@H:7]([CH2:6][C:4](=[O:5])[CH:22]=[C:23]([CH3:27])[CH3:24])[CH2:11]1. (7) Given the reactants O.[C:2]1([CH3:12])[CH:7]=[CH:6][C:5]([S:8]([OH:11])(=[O:10])=[O:9])=[CH:4][CH:3]=1, predict the reaction product. The product is: [CH3:12][C:2]1[CH:7]=[CH:6][C:5]([S:8]([OH:11])(=[O:10])=[O:9])=[CH:4][CH:3]=1. (8) Given the reactants [Br:1][C:2]1[CH:3]=[C:4]([NH2:10])[C:5]([NH:8][CH3:9])=[N:6][CH:7]=1.[CH3:11]OC(OC)OC, predict the reaction product. The product is: [Br:1][C:2]1[CH:3]=[C:4]2[N:10]=[CH:9][N:8]([CH3:11])[C:5]2=[N:6][CH:7]=1. (9) Given the reactants [CH3:1][N:2]1[CH2:10][C:9]2[C:4](=[CH:5][CH:6]=[C:7]([B:11]3[O:15]C(C)(C)C(C)(C)[O:12]3)[CH:8]=2)[C:3]1=[O:20].Cl, predict the reaction product. The product is: [CH3:1][N:2]1[CH2:10][C:9]2[C:4](=[CH:5][CH:6]=[C:7]([B:11]([OH:15])[OH:12])[CH:8]=2)[C:3]1=[O:20].